This data is from Full USPTO retrosynthesis dataset with 1.9M reactions from patents (1976-2016). The task is: Predict the reactants needed to synthesize the given product. (1) Given the product [I:1][C:2]1[CH:10]=[CH:9][C:5]([CH2:6][CH2:7][NH:8][C:11](=[O:13])[CH3:12])=[CH:4][CH:3]=1, predict the reactants needed to synthesize it. The reactants are: [I:1][C:2]1[CH:10]=[CH:9][C:5]([CH2:6][CH2:7][NH2:8])=[CH:4][CH:3]=1.[C:11](OC(=O)C)(=[O:13])[CH3:12]. (2) The reactants are: [O:1]1[C:5]2[CH:6]=[CH:7][C:8]([C:10]([NH:12][NH2:13])=[O:11])=[CH:9][C:4]=2[CH:3]=[CH:2]1.[CH3:14][O:15][C:16]1[CH:21]=[CH:20][C:19]([CH2:22][CH2:23][CH2:24][C:25](O)=O)=[CH:18][CH:17]=1. Given the product [O:1]1[C:5]2[CH:6]=[CH:7][C:8]([C:10]3[O:11][C:25]([CH2:24][CH2:23][CH2:22][C:19]4[CH:18]=[CH:17][C:16]([O:15][CH3:14])=[CH:21][CH:20]=4)=[N:13][N:12]=3)=[CH:9][C:4]=2[CH:3]=[CH:2]1, predict the reactants needed to synthesize it. (3) The reactants are: [CH3:1][O:2][C:3]1[CH:12]=[CH:11][C:10](Br)=[C:9]2[C:4]=1[CH:5]=[CH:6][N:7]=[CH:8]2.[C:14]1(B(O)O)[CH:19]=[CH:18][CH:17]=[CH:16][CH:15]=1.CCO.C(=O)([O-])[O-].[K+].[K+]. Given the product [CH3:1][O:2][C:3]1[CH:12]=[CH:11][C:10]([C:14]2[CH:19]=[CH:18][CH:17]=[CH:16][CH:15]=2)=[C:9]2[C:4]=1[CH:5]=[CH:6][N:7]=[CH:8]2, predict the reactants needed to synthesize it. (4) Given the product [CH3:12][O:13][C:14]([C:15]1[C:5]([C:4]2[CH:9]=[CH:10][CH:11]=[C:2]([F:1])[CH:3]=2)=[N:6][O:7][C:16]=1[CH3:18])=[O:19], predict the reactants needed to synthesize it. The reactants are: [F:1][C:2]1[CH:3]=[C:4]([CH:9]=[CH:10][CH:11]=1)[C:5](Cl)=[N:6][OH:7].[CH3:12][O:13][C:14](=[O:19])[CH2:15][C:16]([CH3:18])=O.C[O-].[Na+]. (5) Given the product [CH3:20][O:19][C:5]1[CH:4]=[C:3]([CH2:1][NH:29][CH2:28][CH2:27][CH:24]2[CH2:25][CH2:26][O:21][CH2:22][CH2:23]2)[CH:18]=[CH:17][C:6]=1[O:7][C:8]1[N:9]=[CH:10][C:11]([C:14]([NH2:16])=[O:15])=[N:12][CH:13]=1, predict the reactants needed to synthesize it. The reactants are: [CH:1]([C:3]1[CH:18]=[CH:17][C:6]([O:7][C:8]2[N:9]=[CH:10][C:11]([C:14]([NH2:16])=[O:15])=[N:12][CH:13]=2)=[C:5]([O:19][CH3:20])[CH:4]=1)=O.[O:21]1[CH2:26][CH2:25][CH:24]([CH2:27][CH2:28][NH2:29])[CH2:23][CH2:22]1.[BH4-].[Na+]. (6) Given the product [NH2:9][CH:10]1[CH2:16][C@@H:15]2[O:17][C@@H:12]([CH2:13][CH2:14]2)[CH:11]1[C:18]([O:20][CH2:21][CH3:22])=[O:19], predict the reactants needed to synthesize it. The reactants are: C1([C@@H]([NH:9][CH:10]2[CH2:16][C@@H:15]3[O:17][C@@H:12]([CH2:13][CH2:14]3)[CH:11]2[C:18]([O:20][CH2:21][CH3:22])=[O:19])C)C=CC=CC=1. (7) Given the product [CH3:1][C:2]1[C:6]2[C:7](=[O:19])[N:8]([CH2:11][CH2:12][N:13]3[CH2:14][CH2:15][CH2:16][CH2:17][CH2:18]3)[CH2:9][CH2:10][C:5]=2[NH:4][C:3]=1[CH:20]=[C:30]1[C:29]2[C:33](=[CH:34][CH:35]=[CH:36][C:28]=2[CH:25]2[CH2:24][CH2:23][NH:22][CH2:27][CH2:26]2)[NH:32][C:31]1=[O:37], predict the reactants needed to synthesize it. The reactants are: [CH3:1][C:2]1[C:6]2[C:7](=[O:19])[N:8]([CH2:11][CH2:12][N:13]3[CH2:18][CH2:17][CH2:16][CH2:15][CH2:14]3)[CH2:9][CH2:10][C:5]=2[NH:4][C:3]=1[CH:20]=O.[NH:22]1[CH2:27][CH2:26][CH:25]([C:28]2[CH:36]=[CH:35][CH:34]=[C:33]3[C:29]=2[CH2:30][C:31](=[O:37])[NH:32]3)[CH2:24][CH2:23]1.